This data is from Forward reaction prediction with 1.9M reactions from USPTO patents (1976-2016). The task is: Predict the product of the given reaction. (1) Given the reactants [CH2:1]([O:5][C:6]1[CH:33]=[C:32]([O:34][CH2:35][CH:36]([CH3:38])[CH3:37])[CH:31]=[CH:30][C:7]=1[C:8]([C:10]1[CH:11]=[CH:12][C:13]([O:25][CH2:26][CH:27]([CH3:29])[CH3:28])=[C:14]([CH:24]=1)[C:15]([NH:17][CH2:18][C:19]([O:21]CC)=[O:20])=[O:16])=[O:9])[CH:2]([CH3:4])[CH3:3].[OH-].[Na+].O.Cl, predict the reaction product. The product is: [CH2:1]([O:5][C:6]1[CH:33]=[C:32]([O:34][CH2:35][CH:36]([CH3:38])[CH3:37])[CH:31]=[CH:30][C:7]=1[C:8]([C:10]1[CH:11]=[CH:12][C:13]([O:25][CH2:26][CH:27]([CH3:29])[CH3:28])=[C:14]([CH:24]=1)[C:15]([NH:17][CH2:18][C:19]([OH:21])=[O:20])=[O:16])=[O:9])[CH:2]([CH3:4])[CH3:3]. (2) Given the reactants C([O:8][C:9]1[CH:14]=[CH:13][C:12]([N:15]2[C:19]([CH3:20])=[C:18]([C:21]([O:23][CH2:24][C:25]([Cl:28])([Cl:27])[Cl:26])=[O:22])[N:17]=[C:16]2[C:29]2[CH:34]=[CH:33][C:32]([Cl:35])=[CH:31][C:30]=2[Cl:36])=[CH:11][CH:10]=1)C1C=CC=CC=1.C(O)C, predict the reaction product. The product is: [Cl:36][C:30]1[CH:31]=[C:32]([Cl:35])[CH:33]=[CH:34][C:29]=1[C:16]1[N:15]([C:12]2[CH:11]=[CH:10][C:9]([OH:8])=[CH:14][CH:13]=2)[C:19]([CH3:20])=[C:18]([C:21]([O:23][CH2:24][C:25]([Cl:28])([Cl:26])[Cl:27])=[O:22])[N:17]=1. (3) Given the reactants [CH2:1]([NH:4][C@@H:5]([CH2:9][OH:10])[CH2:6][CH2:7][CH3:8])[CH2:2][CH3:3].CN1CCOCC1.[S:18](Cl)(Cl)=[O:19].O, predict the reaction product. The product is: [CH2:1]([N:4]1[CH:5]([CH2:6][CH2:7][CH3:8])[CH2:9][O:10][S@:18]1=[O:19])[CH2:2][CH3:3].